Dataset: Full USPTO retrosynthesis dataset with 1.9M reactions from patents (1976-2016). Task: Predict the reactants needed to synthesize the given product. (1) Given the product [F:1][C:2]1[CH:7]=[CH:6][C:5]([C:8]2[N:9]=[C:10]([CH2:21][OH:22])[N:11]([CH2:13][O:14][CH2:15][CH2:16][Si:17]([CH3:18])([CH3:19])[CH3:20])[CH:12]=2)=[CH:4][CH:3]=1, predict the reactants needed to synthesize it. The reactants are: [F:1][C:2]1[CH:7]=[CH:6][C:5]([C:8]2[N:9]=[C:10]([CH:21]=[O:22])[N:11]([CH2:13][O:14][CH2:15][CH2:16][Si:17]([CH3:20])([CH3:19])[CH3:18])[CH:12]=2)=[CH:4][CH:3]=1.[BH4-].[Na+]. (2) Given the product [CH2:5]([O:4][Si:3]([O:10][CH2:11][CH3:12])([O:7][CH2:8][CH3:9])[C:14]1[CH:27]=[CH:26][C:25]2[S:24][C:23]3[C:18](=[CH:19][CH:20]=[CH:21][CH:22]=3)[S:17][C:16]=2[CH:15]=1)[CH3:6], predict the reactants needed to synthesize it. The reactants are: [Mg].Cl[Si:3]([O:10][CH2:11][CH3:12])([O:7][CH2:8][CH3:9])[O:4][CH2:5][CH3:6].Br[C:14]1[CH:27]=[CH:26][C:25]2[S:24][C:23]3[C:18](=[CH:19][CH:20]=[CH:21][CH:22]=3)[S:17][C:16]=2[CH:15]=1. (3) Given the product [CH2:53]([NH:52][C:46]1[CH:45]=[C:44]([C:39]2[N:40]=[CH:41][CH:42]=[C:43]3[C:38]=2[N:37]=[CH:36][CH:35]=[C:34]3[N:56]2[CH:60]=[C:59]([C:61]3[CH:62]=[N:63][N:64]([CH3:66])[CH:65]=3)[N:58]=[CH:57]2)[CH:51]=[CH:50][C:47]=1[C:48]#[N:49])[CH3:54], predict the reactants needed to synthesize it. The reactants are: ClC1N=CC=C2C=1NC=CC2=O.C(C1C=CC(B2OC(C)(C)C(C)(C)O2)=CC=1NCC)#N.Cl[C:34]1[C:43]2[C:38](=[C:39]([C:44]3[CH:51]=[CH:50][C:47]([C:48]#[N:49])=[C:46]([NH:52][CH2:53][CH3:54])[CH:45]=3)[N:40]=[CH:41][CH:42]=2)[N:37]=[CH:36][CH:35]=1.Cl.[NH:56]1[CH:60]=[C:59]([C:61]2[CH:62]=[N:63][N:64]([CH3:66])[CH:65]=2)[N:58]=[CH:57]1.C(=O)([O-])[O-].[K+].[K+]. (4) The reactants are: Cl[C:2]1[N:7]=[C:6]([N:8]2[CH2:13][CH2:12][O:11][CH2:10][CH2:9]2)[C:5]([C:14]#[C:15][C:16]2[CH:17]=[C:18]([NH:22][C:23](=[O:35])[C@@H:24]([N:26]([CH3:34])[C:27](=[O:33])[O:28][C:29]([CH3:32])([CH3:31])[CH3:30])[CH3:25])[CH:19]=[CH:20][CH:21]=2)=[CH:4][N:3]=1.[NH2:36][CH2:37][CH2:38][C:39]1[CH:44]=[CH:43][N:42]=[CH:41][CH:40]=1.C(=O)([O-])[O-].[Cs+].[Cs+]. Given the product [CH3:34][N:26]([C@@H:24]([CH3:25])[C:23]([NH:22][C:18]1[CH:19]=[CH:20][CH:21]=[C:16]([C:15]#[C:14][C:5]2[C:6]([N:8]3[CH2:13][CH2:12][O:11][CH2:10][CH2:9]3)=[N:7][C:2]([NH:36][CH2:37][CH2:38][C:39]3[CH:44]=[CH:43][N:42]=[CH:41][CH:40]=3)=[N:3][CH:4]=2)[CH:17]=1)=[O:35])[C:27](=[O:33])[O:28][C:29]([CH3:31])([CH3:30])[CH3:32], predict the reactants needed to synthesize it. (5) Given the product [CH3:15][N:6]1[CH:5]=[C:4]([N+:1]([O-:3])=[O:2])[CH:8]=[N:7]1, predict the reactants needed to synthesize it. The reactants are: [N+:1]([C:4]1[CH:5]=[N:6][NH:7][CH:8]=1)([O-:3])=[O:2].[OH-].[Na+].S(OC)(O[CH3:15])(=O)=O. (6) Given the product [NH2:1][C:2]1[C:3]2[C:10]([C:41]3[CH:40]=[C:39]4[C:44](=[CH:43][CH:42]=3)[N:36]([C:34](=[O:35])[CH2:33][C:27]3[CH:28]=[C:29]([F:32])[CH:30]=[CH:31][C:26]=3[F:25])[CH2:37][CH2:38]4)=[CH:9][N:8]([CH:12]3[CH2:17][CH2:16][N:15]([C:18]([O:20][C:21]([CH3:24])([CH3:23])[CH3:22])=[O:19])[CH2:14][CH2:13]3)[C:4]=2[N:5]=[CH:6][N:7]=1, predict the reactants needed to synthesize it. The reactants are: [NH2:1][C:2]1[C:3]2[C:10](Br)=[CH:9][N:8]([CH:12]3[CH2:17][CH2:16][N:15]([C:18]([O:20][C:21]([CH3:24])([CH3:23])[CH3:22])=[O:19])[CH2:14][CH2:13]3)[C:4]=2[N:5]=[CH:6][N:7]=1.[F:25][C:26]1[CH:31]=[CH:30][C:29]([F:32])=[CH:28][C:27]=1[CH2:33][C:34]([N:36]1[C:44]2[C:39](=[CH:40][C:41](B3OC(C)(C)C(C)(C)O3)=[CH:42][CH:43]=2)[CH2:38][CH2:37]1)=[O:35].C([O-])(O)=O.[Na+]. (7) Given the product [CH2:1]([O:3][C:4](=[O:19])[CH2:5][O:46][C:43]1[CH:42]=[CH:41][C:40]([C:22]([CH2:20][CH3:21])=[C:23]([C:24]2[CH:25]=[CH:26][C:27]([O:30][CH3:31])=[CH:28][CH:29]=2)[C:32]2[CH:37]=[CH:36][C:35]([O:38][CH3:39])=[CH:34][CH:33]=2)=[CH:45][CH:44]=1)[CH3:2], predict the reactants needed to synthesize it. The reactants are: [CH2:1]([O:3][C:4](=[O:19])[CH2:5]OC1C=CC(C(=O)CCCC)=CC=1)[CH3:2].[CH2:20]([C:22]([C:40]1[CH:45]=[CH:44][C:43]([OH:46])=[CH:42][CH:41]=1)=[C:23]([C:32]1[CH:37]=[CH:36][C:35]([O:38][CH3:39])=[CH:34][CH:33]=1)[C:24]1[CH:29]=[CH:28][C:27]([O:30][CH3:31])=[CH:26][CH:25]=1)[CH3:21].BrCC(OCC)=O.C([O-])([O-])=O.[K+].[K+]. (8) The reactants are: [C:1]1([N:7]2[CH:15]=[C:14]3[C:9]([CH:10]=[CH:11][C:12]([OH:16])=[CH:13]3)=[N:8]2)[CH:6]=[CH:5][CH:4]=[CH:3][CH:2]=1.[Br:17][C:18]1[CH:23]=[C:22]([N+:24]([O-:26])=[O:25])[CH:21]=[C:20]([Br:27])[C:19]=1I.C(=O)([O-])[O-].[K+].[K+].C(OCC)(=O)C. Given the product [Br:17][C:18]1[CH:23]=[C:22]([N+:24]([O-:26])=[O:25])[CH:21]=[C:20]([Br:27])[C:19]=1[O:16][C:12]1[CH:11]=[CH:10][C:9]2[C:14](=[CH:15][N:7]([C:1]3[CH:2]=[CH:3][CH:4]=[CH:5][CH:6]=3)[N:8]=2)[CH:13]=1, predict the reactants needed to synthesize it.